This data is from Reaction yield outcomes from USPTO patents with 853,638 reactions. The task is: Predict the reaction yield, written as a fraction of the theoretical maximum amount of product (1.0 means a 100% yield; for example, 0.34 means a 34% yield). The product is [CH2:49]([CH:56]1[CH2:61][CH2:60][N:59]([C:13](=[O:15])[CH2:12][CH:4]2[C:5](=[O:11])[O:6][C:7]([CH3:9])([CH3:10])[CH2:8][N:3]2[CH2:1][CH3:2])[CH2:58][CH2:57]1)[C:50]1[CH:55]=[CH:54][CH:53]=[CH:52][CH:51]=1. The catalyst is CN(C=O)C. The yield is 0.770. The reactants are [CH2:1]([N:3]1[CH2:8][C:7]([CH3:10])([CH3:9])[O:6][C:5](=[O:11])[CH:4]1[CH2:12][C:13]([OH:15])=O)[CH3:2].C(N(C(C)C)CC)(C)C.CN(C(ON1N=NC2C=CC=NC1=2)=[N+](C)C)C.F[P-](F)(F)(F)(F)F.[CH2:49]([CH:56]1[CH2:61][CH2:60][NH:59][CH2:58][CH2:57]1)[C:50]1[CH:55]=[CH:54][CH:53]=[CH:52][CH:51]=1.